From a dataset of Full USPTO retrosynthesis dataset with 1.9M reactions from patents (1976-2016). Predict the reactants needed to synthesize the given product. Given the product [CH3:2][O:3][C:4]1[CH:5]=[C:6]([C:12]2[C:13]([CH3:25])([CH3:24])[C:14](=[O:23])[N:15]([CH:17]3[CH2:22][CH2:21][N:20]([S:41]([C:30]4[C:31]([CH:38]([CH3:39])[CH3:40])=[CH:32][C:33]([CH:35]([CH3:37])[CH3:36])=[CH:34][C:29]=4[CH:26]([CH3:28])[CH3:27])(=[O:43])=[O:42])[CH2:19][CH2:18]3)[N:16]=2)[CH:7]=[CH:8][C:9]=1[O:10][CH3:11], predict the reactants needed to synthesize it. The reactants are: Cl.[CH3:2][O:3][C:4]1[CH:5]=[C:6]([C:12]2[C:13]([CH3:25])([CH3:24])[C:14](=[O:23])[N:15]([CH:17]3[CH2:22][CH2:21][NH:20][CH2:19][CH2:18]3)[N:16]=2)[CH:7]=[CH:8][C:9]=1[O:10][CH3:11].[CH:26]([C:29]1[CH:34]=[C:33]([CH:35]([CH3:37])[CH3:36])[CH:32]=[C:31]([CH:38]([CH3:40])[CH3:39])[C:30]=1[S:41](Cl)(=[O:43])=[O:42])([CH3:28])[CH3:27].